Dataset: Full USPTO retrosynthesis dataset with 1.9M reactions from patents (1976-2016). Task: Predict the reactants needed to synthesize the given product. (1) Given the product [CH:30]([C:25]1[CH:26]=[CH:27][CH:28]=[CH:29][C:24]=1[C:19]1[CH:20]=[CH:21][CH:22]=[CH:23][C:18]=1[CH2:17][N:11]1[CH:12]=[CH:13][CH:14]=[C:9]([C:7]([O:6][CH2:4][CH3:5])=[O:8])[C:10]1=[O:15])([CH3:32])[CH3:31], predict the reactants needed to synthesize it. The reactants are: [H-].[Na+].[Cl-].[CH2:4]([O:6][C:7]([C:9]1[C:10]([OH:15])=[NH+:11][CH:12]=[CH:13][CH:14]=1)=[O:8])[CH3:5].Cl[CH2:17][C:18]1[CH:23]=[CH:22][CH:21]=[CH:20][C:19]=1[C:24]1[CH:29]=[CH:28][CH:27]=[CH:26][C:25]=1[CH:30]([CH3:32])[CH3:31]. (2) The reactants are: [C:1]([NH:4][C:5]1[CH:13]=[C:12]([C:14]([F:17])([F:16])[F:15])[C:11]([N:18]2[CH:22]=[N:21][N:20]=[CH:19]2)=[CH:10][C:6]=1[C:7]([OH:9])=[O:8])(=[O:3])[CH3:2].[CH3:23][Si](C=[N+]=[N-])(C)C. Given the product [CH3:23][O:8][C:7](=[O:9])[C:6]1[CH:10]=[C:11]([N:18]2[CH:22]=[N:21][N:20]=[CH:19]2)[C:12]([C:14]([F:17])([F:15])[F:16])=[CH:13][C:5]=1[NH:4][C:1](=[O:3])[CH3:2], predict the reactants needed to synthesize it.